This data is from Peptide-MHC class I binding affinity with 185,985 pairs from IEDB/IMGT. The task is: Regression. Given a peptide amino acid sequence and an MHC pseudo amino acid sequence, predict their binding affinity value. This is MHC class I binding data. (1) The peptide sequence is AYSSWMYSY. The MHC is HLA-A11:01 with pseudo-sequence HLA-A11:01. The binding affinity (normalized) is 0.262. (2) The peptide sequence is LPFDRPTVM. The MHC is HLA-B07:02 with pseudo-sequence HLA-B07:02. The binding affinity (normalized) is 0.583. (3) The MHC is HLA-A68:01 with pseudo-sequence HLA-A68:01. The binding affinity (normalized) is 0. The peptide sequence is AVLLHEESM. (4) The peptide sequence is LTTTFRPL. The MHC is H-2-Kb with pseudo-sequence H-2-Kb. The binding affinity (normalized) is 0.794.